Dataset: Forward reaction prediction with 1.9M reactions from USPTO patents (1976-2016). Task: Predict the product of the given reaction. Given the reactants [H-].[Na+].[CH2:3]([O:10][C:11]1[CH:19]=[CH:18][CH:17]=[C:16]2[C:12]=1[CH:13]=[C:14]([C:20]([O:22][CH2:23][CH3:24])=[O:21])[NH:15]2)[C:4]1[CH:9]=[CH:8][CH:7]=[CH:6][CH:5]=1.[CH3:25]I, predict the reaction product. The product is: [CH2:3]([O:10][C:11]1[CH:19]=[CH:18][CH:17]=[C:16]2[C:12]=1[CH:13]=[C:14]([C:20]([O:22][CH2:23][CH3:24])=[O:21])[N:15]2[CH3:25])[C:4]1[CH:5]=[CH:6][CH:7]=[CH:8][CH:9]=1.